From a dataset of Forward reaction prediction with 1.9M reactions from USPTO patents (1976-2016). Predict the product of the given reaction. (1) Given the reactants [NH2:1][C:2]1[CH:6]=[CH:5][N:4]([C:7]2[CH:12]=[CH:11][C:10]([Br:13])=[CH:9][CH:8]=2)[C:3]=1[C:14]([O:16][CH2:17][CH3:18])=[O:15].C(N(CC)CC)C.Cl[C:27](=[O:34])[CH2:28][C:29]([O:31][CH2:32][CH3:33])=[O:30], predict the reaction product. The product is: [Br:13][C:10]1[CH:9]=[CH:8][C:7]([N:4]2[CH:5]=[CH:6][C:2]([NH:1][C:27](=[O:34])[CH2:28][C:29]([O:31][CH2:32][CH3:33])=[O:30])=[C:3]2[C:14]([O:16][CH2:17][CH3:18])=[O:15])=[CH:12][CH:11]=1. (2) Given the reactants [O:1]=[S:2]1(=[O:39])[CH2:7][CH2:6][CH:5]([O:8][C:9]2[CH:14]=[C:13]([CH3:15])[C:12]([C:16]3[CH:21]=[CH:20][CH:19]=[C:18]([CH2:22][O:23][C:24]4[CH:37]=[CH:36][C:27]5[C@H:28]([CH2:31][C:32]([O:34]C)=[O:33])[CH2:29][O:30][C:26]=5[CH:25]=4)[CH:17]=3)=[C:11]([CH3:38])[CH:10]=2)[CH2:4][CH2:3]1.CO.[OH-].[Na+].Cl, predict the reaction product. The product is: [O:39]=[S:2]1(=[O:1])[CH2:7][CH2:6][CH:5]([O:8][C:9]2[CH:14]=[C:13]([CH3:15])[C:12]([C:16]3[CH:21]=[CH:20][CH:19]=[C:18]([CH2:22][O:23][C:24]4[CH:37]=[CH:36][C:27]5[C@H:28]([CH2:31][C:32]([OH:34])=[O:33])[CH2:29][O:30][C:26]=5[CH:25]=4)[CH:17]=3)=[C:11]([CH3:38])[CH:10]=2)[CH2:4][CH2:3]1. (3) Given the reactants [NH2:1][C:2]1[N:6]([CH3:7])[N:5]=[CH:4][C:3]=1[NH:8][C:9](=[O:21])[CH2:10][CH2:11][N:12]([CH3:20])[C:13](=[O:19])[O:14][C:15]([CH3:18])([CH3:17])[CH3:16].[C:22](Cl)([C:35]1[CH:40]=[CH:39][CH:38]=[CH:37][CH:36]=1)([C:29]1[CH:34]=[CH:33][CH:32]=[CH:31][CH:30]=1)[C:23]1[CH:28]=[CH:27][CH:26]=[CH:25][CH:24]=1.C(N(CC)CC)C.C(OCC)(=O)C, predict the reaction product. The product is: [CH3:20][N:12]([CH2:11][CH2:10][C:9]([NH:8][C:3]1[CH:4]=[N:5][N:6]([CH3:7])[C:2]=1[NH:1][C:22]([C:23]1[CH:28]=[CH:27][CH:26]=[CH:25][CH:24]=1)([C:35]1[CH:36]=[CH:37][CH:38]=[CH:39][CH:40]=1)[C:29]1[CH:30]=[CH:31][CH:32]=[CH:33][CH:34]=1)=[O:21])[C:13](=[O:19])[O:14][C:15]([CH3:16])([CH3:17])[CH3:18]. (4) The product is: [CH:22]1([C:25]2[N:30]=[CH:12][C:11]([CH:8]([N:5]3[CH2:4][CH2:3][O:36][CH2:7][CH2:6]3)[CH2:9][NH2:10])=[CH:16][N:26]=2)[CH2:24][CH2:23]1. Given the reactants FC1(F)[CH2:7][CH2:6][N:5]([CH:8]([C:11]2[CH:16]=CC(C(F)(F)F)=C[CH:12]=2)[CH2:9][NH2:10])[CH2:4][CH2:3]1.[CH:22]1([C:25]2[N:30]=CC(C=O)=C[N:26]=2)[CH2:24][CH2:23]1.N1CC[O:36]CC1, predict the reaction product. (5) Given the reactants [Cl:1][C:2]1[CH:3]=[C:4]2[C:8](=[CH:9][CH:10]=1)[NH:7][CH:6]=[C:5]2[CH:11]=[O:12].[H-].[Na+].[CH3:15][O:16][C:17]1[C:26]2[C:21](=[CH:22][CH:23]=[CH:24][CH:25]=2)[C:20]([S:27](Cl)(=[O:29])=[O:28])=[CH:19][C:18]=1[N:31]1[CH2:36][CH2:35][N:34]([C:37](=[O:42])[C:38]([Cl:41])([Cl:40])[Cl:39])[CH2:33][CH2:32]1, predict the reaction product. The product is: [Cl:1][C:2]1[CH:3]=[C:4]2[C:8](=[CH:9][CH:10]=1)[N:7]([S:27]([C:20]1[C:21]3[C:26](=[CH:25][CH:24]=[CH:23][CH:22]=3)[C:17]([O:16][CH3:15])=[C:18]([N:31]3[CH2:36][CH2:35][N:34]([C:37](=[O:42])[C:38]([Cl:41])([Cl:39])[Cl:40])[CH2:33][CH2:32]3)[CH:19]=1)(=[O:28])=[O:29])[CH:6]=[C:5]2[CH:11]=[O:12]. (6) Given the reactants [F:1][C:2]1[CH:3]=[C:4]([NH2:19])[CH:5]=[CH:6][C:7]=1[O:8][C:9]1[CH:14]=[CH:13][N:12]=[C:11]2[CH:15]=[C:16](I)[S:17][C:10]=12.[CH2:20]([N:22]([CH2:26][CH3:27])[CH2:23][C:24]#[CH:25])[CH3:21].C(N(CC)CC)C, predict the reaction product. The product is: [CH2:20]([N:22]([CH2:26][CH3:27])[CH2:23][C:24]#[C:25][C:16]1[S:17][C:10]2[C:11](=[N:12][CH:13]=[CH:14][C:9]=2[O:8][C:7]2[CH:6]=[CH:5][C:4]([NH2:19])=[CH:3][C:2]=2[F:1])[CH:15]=1)[CH3:21]. (7) Given the reactants I[C:2]1[CH:7]=[CH:6][N:5]=[C:4]2[N:8]([CH2:21][O:22][CH2:23][CH2:24][Si:25]([CH3:28])([CH3:27])[CH3:26])[C:9]([C:11]3[CH:20]=[CH:19][C:14]([C:15]([O:17][CH3:18])=[O:16])=[CH:13][CH:12]=3)=[N:10][C:3]=12.[C:29]([CH2:31][CH2:32][NH:33][C:34]([C:36]1[CH:37]=[C:38](B(O)O)[CH:39]=[CH:40][CH:41]=1)=[O:35])#[N:30], predict the reaction product. The product is: [C:29]([CH2:31][CH2:32][NH:33][C:34]([C:36]1[CH:41]=[C:40]([C:2]2[CH:7]=[CH:6][N:5]=[C:4]3[N:8]([CH2:21][O:22][CH2:23][CH2:24][Si:25]([CH3:28])([CH3:27])[CH3:26])[C:9]([C:11]4[CH:20]=[CH:19][C:14]([C:15]([O:17][CH3:18])=[O:16])=[CH:13][CH:12]=4)=[N:10][C:3]=23)[CH:39]=[CH:38][CH:37]=1)=[O:35])#[N:30]. (8) Given the reactants F[C:2]1[CH:9]=[CH:8][C:7]([C:10]([F:13])([F:12])[F:11])=[CH:6][C:3]=1[CH:4]=[O:5].[CH2:14]([NH:16][CH2:17][CH2:18][CH2:19][CH2:20][CH2:21][CH2:22][C:23]([O:25][CH2:26][CH3:27])=[O:24])[CH3:15].C(=O)([O-])[O-].[K+].[K+].O, predict the reaction product. The product is: [CH2:14]([N:16]([C:2]1[CH:9]=[CH:8][C:7]([C:10]([F:13])([F:12])[F:11])=[CH:6][C:3]=1[CH:4]=[O:5])[CH2:17][CH2:18][CH2:19][CH2:20][CH2:21][CH2:22][C:23]([O:25][CH2:26][CH3:27])=[O:24])[CH3:15]. (9) Given the reactants Br[C:2]1[CH:6]=[CH:5][S:4][CH:3]=1.C([Mg]Cl)(C)C.[Cl-].[Li+].[CH:14]([CH:16]1[CH2:21][CH2:20][CH2:19][N:18]([C:22]([O:24][C:25]([CH3:28])([CH3:27])[CH3:26])=[O:23])[CH2:17]1)=[O:15], predict the reaction product. The product is: [OH:15][CH:14]([C:2]1[CH:6]=[CH:5][S:4][CH:3]=1)[CH:16]1[CH2:21][CH2:20][CH2:19][N:18]([C:22]([O:24][C:25]([CH3:28])([CH3:27])[CH3:26])=[O:23])[CH2:17]1. (10) Given the reactants [CH2:1]([O:3][C:4](=[O:15])[CH2:5][C:6]1[CH:11]=[C:10]([OH:12])[C:9]([F:13])=[CH:8][C:7]=1[Br:14])[CH3:2].C(=O)([O-])[O-].[Cs+].[Cs+].[I-].[Na+].Br[CH2:25][CH2:26][O:27][Si:28]([C:31]([CH3:34])([CH3:33])[CH3:32])([CH3:30])[CH3:29], predict the reaction product. The product is: [CH2:1]([O:3][C:4](=[O:15])[CH2:5][C:6]1[CH:11]=[C:10]([O:12][CH2:25][CH2:26][O:27][Si:28]([C:31]([CH3:34])([CH3:33])[CH3:32])([CH3:30])[CH3:29])[C:9]([F:13])=[CH:8][C:7]=1[Br:14])[CH3:2].